This data is from Forward reaction prediction with 1.9M reactions from USPTO patents (1976-2016). The task is: Predict the product of the given reaction. (1) Given the reactants [F:1][C:2]1[CH:7]=[CH:6][C:5]([O:8][CH3:9])=[CH:4][C:3]=1[C:10]1[CH:15]=[CH:14][C:13]([C:16](O)=[O:17])=[CH:12][C:11]=1[N:19]1[CH2:24][CH2:23][CH2:22][CH2:21][CH2:20]1.[H-].[H-].[H-].[H-].[Li+].[Al+3].[OH-].[Na+], predict the reaction product. The product is: [F:1][C:2]1[CH:7]=[CH:6][C:5]([O:8][CH3:9])=[CH:4][C:3]=1[C:10]1[CH:15]=[CH:14][C:13]([CH2:16][OH:17])=[CH:12][C:11]=1[N:19]1[CH2:24][CH2:23][CH2:22][CH2:21][CH2:20]1. (2) Given the reactants [CH2:1]([O:3][C:4](=[O:8])[CH2:5][CH2:6]Br)[CH3:2].[NH2:9][C:10]1[N:11]([C:16]2[C:25]3[C:20](=[CH:21][CH:22]=[CH:23][CH:24]=3)[C:19]([CH:26]3[CH2:28][CH2:27]3)=[CH:18][CH:17]=2)[C:12]([SH:15])=[N:13][N:14]=1, predict the reaction product. The product is: [NH2:9][C:10]1[N:11]([C:16]2[C:25]3[C:20](=[CH:21][CH:22]=[CH:23][CH:24]=3)[C:19]([CH:26]3[CH2:28][CH2:27]3)=[CH:18][CH:17]=2)[C:12]([S:15][CH2:6][CH2:5][C:4]([O:3][CH2:1][CH3:2])=[O:8])=[N:13][N:14]=1. (3) The product is: [CH2:1]([C:3]1[CH:4]=[CH:5][C:6]([CH:9]2[CH2:10][CH:11]([C:23]3[O:24][N:36]=[C:34]([C:28]4[CH:29]=[C:30]([CH3:33])[CH:31]=[CH:32][N:27]=4)[N:35]=3)[CH2:12][N:13]([C:15]([N:17]3[CH2:22][CH2:21][O:20][CH2:19][CH2:18]3)=[O:16])[CH2:14]2)=[CH:7][CH:8]=1)[CH3:2]. Given the reactants [CH2:1]([C:3]1[CH:8]=[CH:7][C:6]([CH:9]2[CH2:14][N:13]([C:15]([N:17]3[CH2:22][CH2:21][O:20][CH2:19][CH2:18]3)=[O:16])[CH2:12][CH:11]([C:23](O)=[O:24])[CH2:10]2)=[CH:5][CH:4]=1)[CH3:2].O[N:27]1[CH:32]=[CH:31][C:30]([CH3:33])=[CH:29][CH:28]1[C:34](=[NH:36])[NH2:35], predict the reaction product.